Dataset: Forward reaction prediction with 1.9M reactions from USPTO patents (1976-2016). Task: Predict the product of the given reaction. Given the reactants [NH2:1][C:2](=O)[CH:3]([NH:23][C:24](=[O:33])[C:25]1[C:30]([Cl:31])=[CH:29][CH:28]=[CH:27][C:26]=1[Cl:32])[CH2:4][C:5]1[CH:6]=[C:7]2[C:12](=[CH:13][CH:14]=1)[N:11]=[C:10]([C:15]1[C:20]([Cl:21])=[CH:19][CH:18]=[CH:17][C:16]=1[Cl:22])[CH:9]=[CH:8]2.C1(C)C=CC(S(Cl)(=O)=O)=CC=1, predict the reaction product. The product is: [Cl:32][C:26]1[CH:27]=[CH:28][CH:29]=[C:30]([Cl:31])[C:25]=1[C:24]([NH:23][CH:3]([C:2]#[N:1])[CH2:4][C:5]1[CH:6]=[C:7]2[C:12](=[CH:13][CH:14]=1)[N:11]=[C:10]([C:15]1[C:20]([Cl:21])=[CH:19][CH:18]=[CH:17][C:16]=1[Cl:22])[CH:9]=[CH:8]2)=[O:33].